From a dataset of Full USPTO retrosynthesis dataset with 1.9M reactions from patents (1976-2016). Predict the reactants needed to synthesize the given product. Given the product [CH:25]1([C:28]2[NH:32][N:31]=[C:30]([NH:33][C:2]3[C:3]4[NH:15][N:14]=[CH:13][C:4]=4[N:5]=[C:6]([C:8]4[S:9][CH:10]=[CH:11][CH:12]=4)[N:7]=3)[CH:29]=2)[CH2:27][CH2:26]1, predict the reactants needed to synthesize it. The reactants are: Cl[C:2]1[C:3]2[C:4](=[CH:13][N:14](CC3C=CC(OC)=CC=3)[N:15]=2)[N:5]=[C:6]([C:8]2[S:9][CH:10]=[CH:11][CH:12]=2)[N:7]=1.[CH:25]1([C:28]2[NH:32][N:31]=[C:30]([NH2:33])[CH:29]=2)[CH2:27][CH2:26]1.Cl.